Dataset: NCI-60 drug combinations with 297,098 pairs across 59 cell lines. Task: Regression. Given two drug SMILES strings and cell line genomic features, predict the synergy score measuring deviation from expected non-interaction effect. (1) Drug 1: CC1=C(N=C(N=C1N)C(CC(=O)N)NCC(C(=O)N)N)C(=O)NC(C(C2=CN=CN2)OC3C(C(C(C(O3)CO)O)O)OC4C(C(C(C(O4)CO)O)OC(=O)N)O)C(=O)NC(C)C(C(C)C(=O)NC(C(C)O)C(=O)NCCC5=NC(=CS5)C6=NC(=CS6)C(=O)NCCC[S+](C)C)O. Drug 2: C1CN(P(=O)(OC1)NCCCl)CCCl. Cell line: SF-268. Synergy scores: CSS=36.1, Synergy_ZIP=2.85, Synergy_Bliss=3.46, Synergy_Loewe=-24.3, Synergy_HSA=4.09. (2) Drug 1: CCCS(=O)(=O)NC1=C(C(=C(C=C1)F)C(=O)C2=CNC3=C2C=C(C=N3)C4=CC=C(C=C4)Cl)F. Drug 2: C1CC(C1)(C(=O)O)C(=O)O.[NH2-].[NH2-].[Pt+2]. Cell line: 786-0. Synergy scores: CSS=55.6, Synergy_ZIP=1.45, Synergy_Bliss=4.50, Synergy_Loewe=3.65, Synergy_HSA=5.23. (3) Drug 1: C1=CC(=CC=C1C#N)C(C2=CC=C(C=C2)C#N)N3C=NC=N3. Drug 2: C1C(C(OC1N2C=NC3=C(N=C(N=C32)Cl)N)CO)O. Cell line: LOX IMVI. Synergy scores: CSS=12.4, Synergy_ZIP=-7.13, Synergy_Bliss=-0.431, Synergy_Loewe=-10.9, Synergy_HSA=-2.16. (4) Drug 1: CN(CC1=CN=C2C(=N1)C(=NC(=N2)N)N)C3=CC=C(C=C3)C(=O)NC(CCC(=O)O)C(=O)O. Drug 2: B(C(CC(C)C)NC(=O)C(CC1=CC=CC=C1)NC(=O)C2=NC=CN=C2)(O)O. Cell line: MDA-MB-435. Synergy scores: CSS=57.2, Synergy_ZIP=3.40, Synergy_Bliss=-0.871, Synergy_Loewe=-2.62, Synergy_HSA=-0.684. (5) Cell line: SNB-19. Drug 1: CC1=CC2C(CCC3(C2CCC3(C(=O)C)OC(=O)C)C)C4(C1=CC(=O)CC4)C. Synergy scores: CSS=-4.51, Synergy_ZIP=-0.902, Synergy_Bliss=-5.34, Synergy_Loewe=-10.8, Synergy_HSA=-6.41. Drug 2: C1=NC2=C(N1)C(=S)N=C(N2)N.